The task is: Predict the reaction yield, written as a fraction of the theoretical maximum amount of product (1.0 means a 100% yield; for example, 0.34 means a 34% yield).. This data is from Reaction yield outcomes from USPTO patents with 853,638 reactions. (1) The reactants are C[C:2]1[C:11]2[C:6](=[CH:7][CH:8]=[CH:9][CH:10]=2)[CH:5]=[CH:4][CH:3]=1.[N+:12]([O-])(O)=O.[OH2:16]. No catalyst specified. The product is [NH2:12][C:2]1[CH:3]=[CH:4][CH:5]=[C:6]2[C:11]=1[CH:10]=[C:9]([OH:16])[CH:8]=[CH:7]2. The yield is 0.430. (2) The reactants are [CH:1]([C:3]1[C:4]([CH3:23])=[C:5]([O:13][CH2:14][C:15]2[CH:16]=[C:17]([CH:20]=[CH:21][CH:22]=2)[C:18]#[N:19])[C:6]([CH3:12])=[N:7][C:8]=1[CH2:9][CH2:10][CH3:11])=O.[NH2:24][C:25]1[CH:32]=[CH:31][C:28]([C:29]#[N:30])=[CH:27][CH:26]=1. No catalyst specified. The product is [CH3:1][CH3:3].[C:18]([C:17]1[CH:16]=[C:15]([CH:22]=[CH:21][CH:20]=1)[CH2:14][O:13][C:5]1[C:4]([CH3:23])=[C:3]([CH2:1][NH:24][C:25]2[CH:32]=[CH:31][C:28]([C:29]#[N:30])=[CH:27][CH:26]=2)[C:8]([CH2:9][CH2:10][CH3:11])=[N:7][C:6]=1[CH3:12])#[N:19]. The yield is 0.360. (3) The reactants are [Cl:1][C:2]1[N:3]=[C:4](Cl)[C:5]2[N:11]=[C:10]([C:12]3[CH:17]=[CH:16][C:15]([F:18])=[CH:14][CH:13]=3)[CH:9]=[CH:8][C:6]=2[N:7]=1.[CH3:20][O:21][CH2:22][CH2:23][CH2:24][NH2:25]. The catalyst is O1CCOCC1. The product is [Cl:1][C:2]1[N:3]=[C:4]([NH:25][CH2:24][CH2:23][CH2:22][O:21][CH3:20])[C:5]2[N:11]=[C:10]([C:12]3[CH:17]=[CH:16][C:15]([F:18])=[CH:14][CH:13]=3)[CH:9]=[CH:8][C:6]=2[N:7]=1. The yield is 0.990.